From a dataset of Reaction yield outcomes from USPTO patents with 853,638 reactions. Predict the reaction yield, written as a fraction of the theoretical maximum amount of product (1.0 means a 100% yield; for example, 0.34 means a 34% yield). (1) The reactants are [CH3:1][N:2]1[CH:6]=[C:5]([N+:7]([O-:9])=[O:8])[CH:4]=[C:3]1[C:10]([O:12]C)=[O:11].[OH-].[Na+]. The catalyst is C1COCC1.O.O. The product is [CH3:1][N:2]1[CH:6]=[C:5]([N+:7]([O-:9])=[O:8])[CH:4]=[C:3]1[C:10]([OH:12])=[O:11]. The yield is 0.880. (2) The reactants are [CH3:1][C:2]1[N:7]([C:8]2[CH:13]=[CH:12][CH:11]=[C:10]([C:14]([F:17])([F:16])[F:15])[CH:9]=2)[C:6](=[O:18])[C:5]([C:19]([OH:21])=O)=[CH:4][C:3]=1[C:22]1[N:26]([CH3:27])[N:25]=[CH:24][CH:23]=1.C(N1C=CN=C1)(N1C=CN=C1)=O.Cl.[CH3:41][S:42]([C:45]1[CH:46]=[CH:47][C:48]([CH2:51][NH2:52])=[N:49][CH:50]=1)(=[O:44])=[O:43].O. The catalyst is C(#N)C. The product is [CH3:1][C:2]1[N:7]([C:8]2[CH:13]=[CH:12][CH:11]=[C:10]([C:14]([F:16])([F:15])[F:17])[CH:9]=2)[C:6](=[O:18])[C:5]([C:19]([NH:52][CH2:51][C:48]2[CH:47]=[CH:46][C:45]([S:42]([CH3:41])(=[O:44])=[O:43])=[CH:50][N:49]=2)=[O:21])=[CH:4][C:3]=1[C:22]1[N:26]([CH3:27])[N:25]=[CH:24][CH:23]=1. The yield is 0.960. (3) The reactants are [Br:1][C:2]1[C:10]2[C:5](=[N:6][C:7](SC)=[N:8][CH:9]=2)[N:4]([CH2:13][CH:14]2[CH2:19][CH2:18][CH:17]([NH:20][C:21](=[O:27])[O:22][C:23]([CH3:26])([CH3:25])[CH3:24])[CH2:16][CH2:15]2)[N:3]=1.ClC1C=C(C=CC=1)C(OO)=O.[CH3:39][NH2:40]. The catalyst is C(Cl)Cl.CCOC(C)=O.C1COCC1. The product is [Br:1][C:2]1[C:10]2[C:5](=[N:6][C:7]([NH:40][CH3:39])=[N:8][CH:9]=2)[N:4]([CH2:13][CH:14]2[CH2:19][CH2:18][CH:17]([NH:20][C:21](=[O:27])[O:22][C:23]([CH3:26])([CH3:25])[CH3:24])[CH2:16][CH2:15]2)[N:3]=1. The yield is 0.850. (4) The reactants are [N-:1]=[N+:2]=[N-:3].[Na+].[CH2:5]([O:14][C:15]1[CH:16]=[C:17]([CH:20]=[C:21]([O:23][CH2:24][CH2:25][CH2:26][CH2:27][CH2:28][CH2:29][CH2:30][CH2:31][CH3:32])[CH:22]=1)[CH2:18]Cl)[CH2:6][CH2:7][CH2:8][CH2:9][CH2:10][CH2:11][CH2:12][CH3:13]. The catalyst is CN(C=O)C. The product is [CH2:5]([O:14][C:15]1[CH:16]=[C:17]([CH:20]=[C:21]([O:23][CH2:24][CH2:25][CH2:26][CH2:27][CH2:28][CH2:29][CH2:30][CH2:31][CH2:32][CH2:8][CH2:9][CH3:10])[CH:22]=1)[CH2:18][N:1]=[N+:2]=[N-:3])[CH2:6][CH2:7][CH2:8][CH2:9][CH2:10][CH2:11][CH2:12][CH2:13][CH2:5][CH2:6][CH3:7]. The yield is 0.800. (5) The reactants are Cl[C:2]1[CH:3]=[CH:4][C:5]2[O:14][CH2:13][CH2:12][C:11]3[CH:10]=[C:9]([C:15]4[N:16]([C:20]5[CH:25]=[CH:24][C:23]([F:26])=[CH:22][C:21]=5[F:27])[N:17]=[CH:18][N:19]=4)[S:8][C:7]=3[C:6]=2[N:28]=1.CC1(C)C(C)(C)OB([C:37]2[CH:38]=[CH:39][C:40]([N:43]3[CH2:48][CH2:47][O:46][CH2:45][CH2:44]3)=[N:41][CH:42]=2)O1.C([O-])([O-])=O.[Cs+].[Cs+]. The catalyst is C1C=CC(P(C2C=CC=CC=2)[C-]2C=CC=C2)=CC=1.C1C=CC(P(C2C=CC=CC=2)[C-]2C=CC=C2)=CC=1.Cl[Pd]Cl.[Fe+2].CC#N.O. The product is [F:27][C:21]1[CH:22]=[C:23]([F:26])[CH:24]=[CH:25][C:20]=1[N:16]1[C:15]([C:9]2[S:8][C:7]3[C:6]4[N:28]=[C:2]([C:37]5[CH:42]=[N:41][C:40]([N:43]6[CH2:44][CH2:45][O:46][CH2:47][CH2:48]6)=[CH:39][CH:38]=5)[CH:3]=[CH:4][C:5]=4[O:14][CH2:13][CH2:12][C:11]=3[CH:10]=2)=[N:19][CH:18]=[N:17]1. The yield is 0.180.